Dataset: Full USPTO retrosynthesis dataset with 1.9M reactions from patents (1976-2016). Task: Predict the reactants needed to synthesize the given product. (1) Given the product [NH2:25][C:18]1[C:19]2[N:23]=[CH:28][C:27](=[O:26])[NH:22][C:20]=2[N:21]=[C:16]([S:15][CH2:14][C:8]2[CH:9]=[CH:10][CH:11]=[C:12]([F:13])[C:7]=2[F:6])[N:17]=1, predict the reactants needed to synthesize it. The reactants are: C([Li])CCC.[F:6][C:7]1[C:12]([F:13])=[CH:11][CH:10]=[CH:9][C:8]=1[CH2:14][S:15][C:16]1[N:21]=[C:20]([NH2:22])[C:19]([N:23]=O)=[C:18]([NH2:25])[N:17]=1.[O:26]1CC[CH2:28][CH2:27]1. (2) Given the product [Cl:1][C:2]1[CH:26]=[CH:25][C:5]([CH2:6][NH:7][C:8]([C:10]2[C:19](=[O:20])[C:18]3[C:13](=[N:14][C:15]([O:22][CH3:23])=[C:16]([C:29]#[C:28][CH2:27][OH:30])[CH:17]=3)[N:12]([CH3:24])[CH:11]=2)=[O:9])=[CH:4][CH:3]=1, predict the reactants needed to synthesize it. The reactants are: [Cl:1][C:2]1[CH:26]=[CH:25][C:5]([CH2:6][NH:7][C:8]([C:10]2[C:19](=[O:20])[C:18]3[C:13](=[N:14][C:15]([O:22][CH3:23])=[C:16](I)[CH:17]=3)[N:12]([CH3:24])[CH:11]=2)=[O:9])=[CH:4][CH:3]=1.[CH2:27]([OH:30])[C:28]#[CH:29]. (3) Given the product [CH3:1][C:2]1[N:12]=[C:11]2[N:6]([CH2:7][CH2:8][CH2:9][CH:10]2[OH:13])[C:4](=[O:5])[C:3]=1[CH2:14][CH2:15][N:16]1[CH2:21][CH2:20][CH:19]([C:22]2[C:23]3[CH:24]=[CH:25][C:26]([F:31])=[CH:27][C:28]=3[O:29][N:30]=2)[CH2:18][CH2:17]1.[C:32]([O-:47])(=[O:46])[CH2:33][CH2:34][CH2:35][CH2:36][CH2:37][CH2:38][CH2:39][CH2:40][CH2:41][CH2:42][CH2:43][CH2:44][CH3:45], predict the reactants needed to synthesize it. The reactants are: [CH3:1][C:2]1[N:12]=[C:11]2[N:6]([CH2:7][CH2:8][CH2:9][CH:10]2[OH:13])[C:4](=[O:5])[C:3]=1[CH2:14][CH2:15][N:16]1[CH2:21][CH2:20][CH:19]([C:22]2[C:23]3[CH:24]=[CH:25][C:26]([F:31])=[CH:27][C:28]=3[O:29][N:30]=2)[CH2:18][CH2:17]1.[C:32]([OH:47])(=[O:46])[CH2:33][CH2:34][CH2:35][CH2:36][CH2:37][CH2:38][CH2:39][CH2:40][CH2:41][CH2:42][CH2:43][CH2:44][CH3:45].C(N(CC)CC)C.C(Cl)(=O)C1C=CC=CC=1. (4) The reactants are: Br[C:2]1[CH:6]=[CH:5][N:4]([CH3:7])[N:3]=1.[CH3:8][C:9]1([CH3:31])[C:13]([CH3:15])([CH3:14])[O:12][B:11]([C:16]2[CH:21]=[CH:20][C:19](B3OC(C)(C)C(C)(C)O3)=[CH:18][CH:17]=2)[O:10]1.[O-]P([O-])([O-])=O.[K+].[K+].[K+]. Given the product [CH3:7][N:4]1[CH:5]=[CH:6][C:2]([C:19]2[CH:20]=[CH:21][C:16]([B:11]3[O:12][C:13]([CH3:15])([CH3:14])[C:9]([CH3:31])([CH3:8])[O:10]3)=[CH:17][CH:18]=2)=[N:3]1, predict the reactants needed to synthesize it. (5) The reactants are: [S:1](Cl)(Cl)(=[O:3])=[O:2].[CH:6]1([NH2:12])[CH2:11][CH2:10][CH2:9][CH2:8][CH2:7]1.C([N:15]([CH2:18][CH3:19])CC)C.O. Given the product [CH:6]1([NH:12][S:1]([NH:15][CH:18]2[CH2:19][CH2:8][CH2:7][CH2:6][CH2:11]2)(=[O:3])=[O:2])[CH2:11][CH2:10][CH2:9][CH2:8][CH2:7]1, predict the reactants needed to synthesize it.